This data is from Full USPTO retrosynthesis dataset with 1.9M reactions from patents (1976-2016). The task is: Predict the reactants needed to synthesize the given product. (1) Given the product [CH3:8][C:3]1([CH3:9])[C:2]([CH3:10])([CH3:1])[CH:4]1[CH2:5][OH:6], predict the reactants needed to synthesize it. The reactants are: [CH3:1][C:2]1([CH3:10])[CH:4]([C:5](O)=[O:6])[C:3]1([CH3:9])[CH3:8]. (2) Given the product [Br:14][C:9]1[CH:8]=[C:7]2[C:12]3=[C:11]([CH2:1][CH2:2][N:3]3[C:4](=[O:13])[CH2:5][CH2:6]2)[CH:10]=1, predict the reactants needed to synthesize it. The reactants are: [CH2:1]1[C:11]2=[C:12]3[C:7](=[CH:8][CH:9]=[CH:10]2)[CH2:6][CH2:5][C:4](=[O:13])[N:3]3[CH2:2]1.[Br:14]N1C(=O)CCC1=O.O.CC(C)=O.CCOCC. (3) The reactants are: [F:1][C:2]1[CH:3]=[C:4]([C:8]2[N:13]=[CH:12][C:11]([C:14]([NH:16][C@@H:17]3[CH2:22][CH2:21][C@H:20]([CH2:23][C:24]([OH:26])=O)[CH2:19][CH2:18]3)=[O:15])=[CH:10][CH:9]=2)[CH:5]=[CH:6][CH:7]=1.C[N:28]1[CH2:33][CH2:32][NH:31][CH2:30][CH2:29]1.[CH3:34]S(C)=O. Given the product [F:1][C:2]1[CH:3]=[C:4]([C:8]2[CH:9]=[CH:10][C:11]([C:14]([NH:16][C@H:17]3[CH2:18][CH2:19][C@@H:20]([CH2:23][C:24]([N:28]4[CH2:33][CH2:32][NH:31][CH2:30][CH:29]4[CH3:34])=[O:26])[CH2:21][CH2:22]3)=[O:15])=[CH:12][N:13]=2)[CH:5]=[CH:6][CH:7]=1, predict the reactants needed to synthesize it. (4) Given the product [C:24]([C:23]1[NH:33][N:32]=[C:21]([C:10]2[C:9]([CH3:30])=[C:8]([C:5]3[CH:6]=[CH:7][C:2]([Cl:1])=[CH:3][CH:4]=3)[N:12]([C:13]3[CH:18]=[CH:17][C:16]([Cl:19])=[CH:15][C:14]=3[Cl:20])[N:11]=2)[CH:22]=1)([CH3:27])([CH3:26])[CH3:25], predict the reactants needed to synthesize it. The reactants are: [Cl:1][C:2]1[CH:7]=[CH:6][C:5]([C:8]2[N:12]([C:13]3[CH:18]=[CH:17][C:16]([Cl:19])=[CH:15][C:14]=3[Cl:20])[N:11]=[C:10]([C:21](=O)[CH2:22][C:23](=O)[C:24]([CH3:27])([CH3:26])[CH3:25])[C:9]=2[CH3:30])=[CH:4][CH:3]=1.O.[NH2:32][NH2:33].C1COCC1. (5) Given the product [CH2:22]([S:26]([NH:29][C:14](=[O:16])[C:13]1[CH:17]=[CH:18][C:10]([NH:9][C:6](=[O:8])[CH3:7])=[C:11]([N+:19]([O-:21])=[O:20])[CH:12]=1)(=[O:28])=[O:27])[CH2:23][CH2:24][CH3:25], predict the reactants needed to synthesize it. The reactants are: CN(C)C=O.[C:6]([NH:9][C:10]1[CH:18]=[CH:17][C:13]([C:14]([OH:16])=O)=[CH:12][C:11]=1[N+:19]([O-:21])=[O:20])(=[O:8])[CH3:7].[CH2:22]([S:26]([NH2:29])(=[O:28])=[O:27])[CH2:23][CH2:24][CH3:25].C1(C2CCCCCCCCCC=2)CCCCCCCCNN=1. (6) Given the product [NH2:12][C@H:13]([C:24]([OH:26])=[O:25])[CH2:14][C:15]1[C:23]2[C:18](=[CH:19][CH:20]=[CH:21][CH:22]=2)[NH:17][CH:16]=1, predict the reactants needed to synthesize it. The reactants are: P([O-])([O-])([O-])=O.[K+].[K+].[K+].C([NH:12][CH:13]([C:24]([OH:26])=[O:25])[CH2:14][C:15]1[C:23]2[C:18](=[CH:19][CH:20]=[CH:21][CH:22]=2)[NH:17][CH:16]=1)(=O)C. (7) Given the product [CH:1]1([CH2:4][N:5]([C:14]2[C:15]([CH2:23][CH3:24])=[N:16][N:17]3[CH:22]=[CH:21][CH:20]=[CH:19][C:18]=23)[CH2:6][CH:8]2[CH2:13][CH2:12][O:11][CH2:10][CH2:9]2)[CH2:3][CH2:2]1, predict the reactants needed to synthesize it. The reactants are: [CH:1]1([CH2:4][N:5]([C:14]2[C:15]([CH2:23][CH3:24])=[N:16][N:17]3[CH:22]=[CH:21][CH:20]=[CH:19][C:18]=23)[C:6]([CH:8]2[CH2:13][CH2:12][O:11][CH2:10][CH2:9]2)=O)[CH2:3][CH2:2]1.O.Cl. (8) Given the product [F:44][C:42]1[CH:41]=[C:4]([CH:3]=[C:2]([F:1])[CH:43]=1)[CH2:5][C@@H:6]([C@@H:7]([C@H:9]1[CH2:18][C:17]2[C:12](=[CH:13][CH:14]=[CH:15][CH:16]=2)[CH2:11][N:10]1[C:19]([O:21][C:22]([CH3:23])([CH3:24])[CH3:25])=[O:20])[OH:8])[C:26]([OH:51])=[O:27], predict the reactants needed to synthesize it. The reactants are: [F:1][C:2]1[CH:3]=[C:4]([CH:41]=[C:42]([F:44])[CH:43]=1)[CH2:5][C@H:6]([C:26](N1[C@@H](CC2C=CC=CC=2)COC1=O)=[O:27])[C@@H:7]([C@H:9]1[CH2:18][C:17]2[C:12](=[CH:13][CH:14]=[CH:15][CH:16]=2)[CH2:11][N:10]1[C:19]([O:21][C:22]([CH3:25])([CH3:24])[CH3:23])=[O:20])[OH:8].[Li+].[OH-].OO.C(OCC)(=[O:51])C. (9) Given the product [F:21][C:18]([F:19])([F:20])[C:17]([NH:16][CH2:15][CH2:14][C:11]1([OH:23])[CH2:10][CH2:9][NH:8][CH2:13][CH2:12]1)=[O:22], predict the reactants needed to synthesize it. The reactants are: C(OC([N:8]1[CH2:13][CH2:12][C:11]([OH:23])([CH2:14][CH2:15][NH:16][C:17](=[O:22])[C:18]([F:21])([F:20])[F:19])[CH2:10][CH2:9]1)=O)(C)(C)C. (10) The reactants are: [F:1][CH:2]([F:35])[O:3][C:4]1[N:8]([CH3:9])[N:7]=[C:6]([C:10]([F:13])([F:12])[F:11])[C:5]=1[C:14]1[C:23](=[O:24])[N:22]([CH2:25][CH:26]([F:28])[F:27])[C:17]2=[N:18][CH:19]=[CH:20][N:21]=[C:16]2[C:15]=1[O:29]C(=O)C(C)C.[OH-].[Na+].Cl. Given the product [F:35][CH:2]([F:1])[O:3][C:4]1[N:8]([CH3:9])[N:7]=[C:6]([C:10]([F:12])([F:13])[F:11])[C:5]=1[C:14]1[C:23](=[O:24])[N:22]([CH2:25][CH:26]([F:27])[F:28])[C:17]2=[N:18][CH:19]=[CH:20][N:21]=[C:16]2[C:15]=1[OH:29], predict the reactants needed to synthesize it.